Dataset: Full USPTO retrosynthesis dataset with 1.9M reactions from patents (1976-2016). Task: Predict the reactants needed to synthesize the given product. (1) Given the product [N:10]([CH2:2][C:3]1([CH3:9])[O:7][C:6](=[O:8])[NH:5][CH2:4]1)=[N+:11]=[N-:12], predict the reactants needed to synthesize it. The reactants are: Cl[CH2:2][C:3]1([CH3:9])[O:7][C:6](=[O:8])[NH:5][CH2:4]1.[N-:10]=[N+:11]=[N-:12].[Na+].O. (2) Given the product [C:3]([O:7][C:8]([N:10]1[CH2:16][CH2:15][C:14]2[C:17]([S:22][CH2:23][C:32]#[N:33])=[C:18]([Cl:21])[CH:19]=[CH:20][C:13]=2[CH2:12][CH2:11]1)=[O:9])([CH3:4])([CH3:6])[CH3:5], predict the reactants needed to synthesize it. The reactants are: [OH-].[K+].[C:3]([O:7][C:8]([N:10]1[CH2:16][CH2:15][C:14]2[C:17]([S:22][C:23](=O)N(C)C)=[C:18]([Cl:21])[CH:19]=[CH:20][C:13]=2[CH2:12][CH2:11]1)=[O:9])([CH3:6])([CH3:5])[CH3:4].[H-].[Na+].BrC[C:32]#[N:33]. (3) The reactants are: [CH3:1][C:2]1[S:6][C:5]([C:7]([OH:9])=[O:8])=[CH:4][CH:3]=1.S(=O)(=O)(O)O.[CH3:15]O. Given the product [CH3:1][C:2]1[S:6][C:5]([C:7]([O:9][CH3:15])=[O:8])=[CH:4][CH:3]=1, predict the reactants needed to synthesize it. (4) Given the product [F:28][C:3]1[CH:4]=[C:5]([S:8]([NH:11][C:12]2[N:16]([C:17]3[CH:26]=[CH:25][CH:24]=[C:23]4[C:18]=3[CH:19]=[CH:20][CH:21]=[N:22]4)[N:15]=[C:14]([CH3:27])[CH:13]=2)(=[O:10])=[O:9])[CH:6]=[CH:7][C:2]=1[N:29]1[CH2:34][CH2:33][O:32][CH2:31][CH2:30]1, predict the reactants needed to synthesize it. The reactants are: Br[C:2]1[CH:7]=[CH:6][C:5]([S:8]([NH:11][C:12]2[N:16]([C:17]3[CH:26]=[CH:25][CH:24]=[C:23]4[C:18]=3[CH:19]=[CH:20][CH:21]=[N:22]4)[N:15]=[C:14]([CH3:27])[CH:13]=2)(=[O:10])=[O:9])=[CH:4][C:3]=1[F:28].[NH:29]1[CH2:34][CH2:33][O:32][CH2:31][CH2:30]1.C1(P(C2C=CC=CC=2)C2C=CC3C(=CC=CC=3)C=2C2C3C(=CC=CC=3)C=CC=2P(C2C=CC=CC=2)C2C=CC=CC=2)C=CC=CC=1.OP([O-])(O)=O.[K+]. (5) Given the product [N+:27]([C:30]1[CH:35]=[C:34]([NH:18][C:14]2[CH:13]=[C:12]3[C:17]([C:9]([CH:1]=[CH:2][C:3]4[CH:8]=[CH:7][CH:6]=[CH:5][CH:4]=4)=[N:10][N:11]3[CH2:19][O:20][CH2:21][CH2:22][Si:23]([CH3:24])([CH3:26])[CH3:25])=[CH:16][CH:15]=2)[CH:33]=[CH:32][CH:31]=1)([O-:29])=[O:28], predict the reactants needed to synthesize it. The reactants are: [CH:1]([C:9]1[C:17]2[C:12](=[CH:13][C:14]([NH2:18])=[CH:15][CH:16]=2)[N:11]([CH2:19][O:20][CH2:21][CH2:22][Si:23]([CH3:26])([CH3:25])[CH3:24])[N:10]=1)=[CH:2][C:3]1[CH:8]=[CH:7][CH:6]=[CH:5][CH:4]=1.[N+:27]([C:30]1[CH:31]=[C:32](I)[CH:33]=[CH:34][CH:35]=1)([O-:29])=[O:28].C([O-])([O-])=O.[Cs+].[Cs+].C1(C)C=CC=CC=1. (6) Given the product [O:12]1[C:11]2[CH:1]=[CH:2][CH:3]=[CH:4][C:5]=2[CH2:6][CH2:10][NH:13]1, predict the reactants needed to synthesize it. The reactants are: [CH2:1]1[CH:5]2[CH:6]3[CH:10]=CC([CH:4]2[CH:3]=[CH:2]1)C3.[CH2:11]=[O:12].[NH2:13]C1C=CC=CC=1. (7) The reactants are: [CH3:1][O:2][CH:3](OC)[C:4]1[C:12]2[S:11][C:10]([NH:13][C:14](=[O:18])[NH:15][CH2:16][CH3:17])=[N:9][C:8]=2[CH:7]=[C:6]([C:19]2[CH:20]=[N:21][C:22]([N:25]3[CH2:30][CH2:29][C:28]([CH2:36][CH3:37])([C:31]([O:33][CH2:34][CH3:35])=[O:32])[CH2:27][CH2:26]3)=[N:23][CH:24]=2)[CH:5]=1.[SiH](CC)(CC)CC. Given the product [CH2:36]([C:28]1([C:31]([O:33][CH2:34][CH3:35])=[O:32])[CH2:29][CH2:30][N:25]([C:22]2[N:23]=[CH:24][C:19]([C:6]3[CH:5]=[C:4]([CH2:3][O:2][CH3:1])[C:12]4[S:11][C:10]([NH:13][C:14](=[O:18])[NH:15][CH2:16][CH3:17])=[N:9][C:8]=4[CH:7]=3)=[CH:20][N:21]=2)[CH2:26][CH2:27]1)[CH3:37], predict the reactants needed to synthesize it.